Dataset: Ames mutagenicity test results for genotoxicity prediction. Task: Regression/Classification. Given a drug SMILES string, predict its toxicity properties. Task type varies by dataset: regression for continuous values (e.g., LD50, hERG inhibition percentage) or binary classification for toxic/non-toxic outcomes (e.g., AMES mutagenicity, cardiotoxicity, hepatotoxicity). Dataset: ames. The result is 1 (mutagenic). The drug is c1ccc(-c2ccc(CCC3CO3)cc2)cc1.